The task is: Regression. Given two drug SMILES strings and cell line genomic features, predict the synergy score measuring deviation from expected non-interaction effect.. This data is from NCI-60 drug combinations with 297,098 pairs across 59 cell lines. (1) Drug 1: CC=C1C(=O)NC(C(=O)OC2CC(=O)NC(C(=O)NC(CSSCCC=C2)C(=O)N1)C(C)C)C(C)C. Drug 2: N.N.Cl[Pt+2]Cl. Cell line: CAKI-1. Synergy scores: CSS=49.2, Synergy_ZIP=-6.03, Synergy_Bliss=0.293, Synergy_Loewe=-3.06, Synergy_HSA=-0.319. (2) Drug 1: CC(C1=C(C=CC(=C1Cl)F)Cl)OC2=C(N=CC(=C2)C3=CN(N=C3)C4CCNCC4)N. Drug 2: CC1=C2C(C(=O)C3(C(CC4C(C3C(C(C2(C)C)(CC1OC(=O)C(C(C5=CC=CC=C5)NC(=O)C6=CC=CC=C6)O)O)OC(=O)C7=CC=CC=C7)(CO4)OC(=O)C)O)C)OC(=O)C. Cell line: EKVX. Synergy scores: CSS=32.9, Synergy_ZIP=-8.61, Synergy_Bliss=1.92, Synergy_Loewe=-10.8, Synergy_HSA=2.66. (3) Drug 1: C1=CC=C(C(=C1)C(C2=CC=C(C=C2)Cl)C(Cl)Cl)Cl. Drug 2: CN(CC1=CN=C2C(=N1)C(=NC(=N2)N)N)C3=CC=C(C=C3)C(=O)NC(CCC(=O)O)C(=O)O. Cell line: NCIH23. Synergy scores: CSS=36.3, Synergy_ZIP=0.631, Synergy_Bliss=-0.236, Synergy_Loewe=-78.2, Synergy_HSA=-1.78.